This data is from Reaction yield outcomes from USPTO patents with 853,638 reactions. The task is: Predict the reaction yield, written as a fraction of the theoretical maximum amount of product (1.0 means a 100% yield; for example, 0.34 means a 34% yield). (1) The reactants are [CH:1]#[C:2][CH2:3][CH2:4][CH2:5][CH3:6].I[C:8]#[C:9][Si:10]([CH3:13])([CH3:12])[CH3:11]. The catalyst is Cl[Pd](Cl)([P](C1C=CC=CC=1)(C1C=CC=CC=1)C1C=CC=CC=1)[P](C1C=CC=CC=1)(C1C=CC=CC=1)C1C=CC=CC=1.[Cu]I. The product is [CH2:3]([C:2]#[C:1][C:8]#[C:9][Si:10]([CH3:13])([CH3:12])[CH3:11])[CH2:4][CH2:5][CH3:6]. The yield is 0.890. (2) The reactants are Cl.[NH2:2][C:3]1[CH:8]=[C:7]([F:9])[CH:6]=[CH:5][C:4]=1[C:10]([NH:12][C@H:13]([C:22]([O:24][C:25]([CH3:28])([CH3:27])[CH3:26])=[O:23])[CH2:14][C:15]([O:17][C:18]([CH3:21])([CH3:20])[CH3:19])=[O:16])=[O:11].[N:29]([C:32]1[C:37]([CH3:38])=[CH:36][C:35]([CH3:39])=[CH:34][C:33]=1[CH3:40])=[C:30]=[O:31]. The catalyst is N1C=CC=CC=1. The product is [F:9][C:7]1[CH:6]=[CH:5][C:4]([C:10]([NH:12][C@H:13]([C:22]([O:24][C:25]([CH3:28])([CH3:27])[CH3:26])=[O:23])[CH2:14][C:15]([O:17][C:18]([CH3:21])([CH3:19])[CH3:20])=[O:16])=[O:11])=[C:3]([NH:2][C:30]([NH:29][C:32]2[C:33]([CH3:40])=[CH:34][C:35]([CH3:39])=[CH:36][C:37]=2[CH3:38])=[O:31])[CH:8]=1. The yield is 0.690. (3) The reactants are [Br:1][C:2]1[CH:10]=[CH:9][CH:8]=[C:7]2[C:3]=1[CH2:4][N:5]([CH3:12])[C:6]2=[O:11].[N+:13]([O-])([OH:15])=[O:14]. The catalyst is S(=O)(=O)(O)O. The product is [Br:1][C:2]1[CH:10]=[CH:9][C:8]([N+:13]([O-:15])=[O:14])=[C:7]2[C:3]=1[CH2:4][N:5]([CH3:12])[C:6]2=[O:11]. The yield is 0.740. (4) The reactants are [F:1][C:2]([F:15])([F:14])[C:3]([C:6]1[CH:11]=[CH:10][C:9]([O:12][CH3:13])=[CH:8][CH:7]=1)(O)[CH3:4].[Cl:16]CCl. The catalyst is [Ti](Cl)(Cl)(Cl)Cl. The product is [Cl:16][C:3]([C:6]1[CH:11]=[CH:10][C:9]([O:12][CH3:13])=[CH:8][CH:7]=1)([CH3:4])[C:2]([F:15])([F:14])[F:1]. The yield is 0.650. (5) The reactants are [NH2:1][C:2]1[CH:7]=[CH:6][CH:5]=[CH:4][C:3]=1[CH2:8][C:9]#[N:10].[Br:11]N1C(=O)CCC1=O. The catalyst is CN(C)C=O.C(OCC)(=O)C. The product is [NH2:1][C:2]1[CH:7]=[CH:6][C:5]([Br:11])=[CH:4][C:3]=1[CH2:8][C:9]#[N:10]. The yield is 0.530. (6) The reactants are Cl[CH2:2][CH2:3][C:4]([C:10]1[CH:15]=[CH:14][CH:13]=[CH:12][CH:11]=1)([OH:9])[CH2:5][C:6]([CH3:8])=[CH2:7].[Br:16][C:17]1[CH:22]=[CH:21][C:20]([C@@H:23]([N:25]=[C:26]=[O:27])[CH3:24])=[CH:19][CH:18]=1.C1CCN2C(=NCCC2)CC1. The catalyst is C1COCC1.CCOC(C)=O. The product is [Br:16][C:17]1[CH:18]=[CH:19][C:20]([C@@H:23]([N:25]2[CH2:2][CH2:3][C@:4]([CH2:5][C:6]([CH3:8])=[CH2:7])([C:10]3[CH:15]=[CH:14][CH:13]=[CH:12][CH:11]=3)[O:9][C:26]2=[O:27])[CH3:24])=[CH:21][CH:22]=1. The yield is 0.300. (7) No catalyst specified. The reactants are [CH3:1][C:2]1[C:11]2[C:6](=[C:7]([CH3:12])[CH:8]=[CH:9][CH:10]=2)[CH2:5][CH2:4][N:3]=1.C(O[BH-](OC(=O)C)OC(=O)C)(=O)C.[Na+]. The yield is 0.120. The product is [CH3:1][CH:2]1[C:11]2[C:6](=[C:7]([CH3:12])[CH:8]=[CH:9][CH:10]=2)[CH2:5][CH2:4][NH:3]1. (8) The reactants are [N:1]([CH:4]1[CH2:7][N:6]([CH:8]([C:15]2[CH:20]=[CH:19][CH:18]=[CH:17][CH:16]=2)[C:9]2[CH:14]=[CH:13][CH:12]=[CH:11][CH:10]=2)[CH2:5]1)=[N+]=[N-].[H][H]. The catalyst is C(OCC)(=O)C.[C].[Pd]. The product is [NH2:1][CH:4]1[CH2:7][N:6]([CH:8]([C:9]2[CH:14]=[CH:13][CH:12]=[CH:11][CH:10]=2)[C:15]2[CH:20]=[CH:19][CH:18]=[CH:17][CH:16]=2)[CH2:5]1. The yield is 0.650. (9) The yield is 0.600. The catalyst is CN(C)C=O.C(OCC)(=O)C. The product is [Cl:12][CH2:13][CH:14]1[O:16][N:20]=[CH:21][N:22]1[C:4]1[CH:9]=[CH:10][CH:11]=[C:2]([F:1])[CH:3]=1. The reactants are [F:1][C:2]1[CH:3]=[C:4]([CH:9]=[CH:10][CH:11]=1)C(NO)=N.[Cl:12][CH2:13][C:14]([OH:16])=O.Cl.C([N:20]=[C:21]=[N:22]CCCN(C)C)C.O.ON1C2C=CC=CC=2N=N1.